Dataset: Forward reaction prediction with 1.9M reactions from USPTO patents (1976-2016). Task: Predict the product of the given reaction. (1) The product is: [Cl:1][C:2]1[CH:7]=[CH:6][C:5]([N:8]2[C:21](=[O:22])[C:13]3([CH2:15][CH:14]3[C:16]([O:18][CH2:19][CH3:20])=[O:17])[C:12]3=[N:32][N:31]=[C:28]([CH3:29])[N:11]3[C:10]3[CH:24]=[CH:25][CH:26]=[CH:27][C:9]2=3)=[CH:4][CH:3]=1. Given the reactants [Cl:1][C:2]1[CH:7]=[CH:6][C:5]([N:8]2[C:21](=[O:22])[C:13]3([CH2:15][CH:14]3[C:16]([O:18][CH2:19][CH3:20])=[O:17])[C:12](=S)[NH:11][C:10]3[CH:24]=[CH:25][CH:26]=[CH:27][C:9]2=3)=[CH:4][CH:3]=1.[C:28]([NH:31][NH2:32])(=O)[CH3:29], predict the reaction product. (2) The product is: [CH3:1][N:2]1[CH2:7][CH2:6][N:5]([C:8]2[CH:13]=[C:12]([CH2:14][C:15]([NH2:19])=[O:17])[CH:11]=[CH:10][N:9]=2)[CH2:4][CH2:3]1. Given the reactants [CH3:1][N:2]1[CH2:7][CH2:6][N:5]([C:8]2[CH:13]=[C:12]([CH2:14][C:15]([O:17]C)=O)[CH:11]=[CH:10][N:9]=2)[CH2:4][CH2:3]1.[NH3:19], predict the reaction product. (3) Given the reactants CC1(C)C(C)(C)OB([C:9]2[CH:10]=[C:11]3[C:15](=[CH:16][CH:17]=2)[C:14](=[O:18])[O:13][CH2:12]3)O1.C(=O)([O-])[O-].[Cs+].[Cs+].Br[C:27]1[C:28]([O:36][CH3:37])=[C:29]([OH:35])[C:30]([O:33][CH3:34])=[CH:31][CH:32]=1, predict the reaction product. The product is: [OH:35][C:29]1[C:30]([O:33][CH3:34])=[C:31]([C:9]2[CH:10]=[C:11]3[C:15](=[CH:16][CH:17]=2)[C:14](=[O:18])[O:13][CH2:12]3)[CH:32]=[CH:27][C:28]=1[O:36][CH3:37]. (4) Given the reactants [Si:1]([O:8][C@H:9]([C@@H:23]([CH3:35])[CH2:24][CH2:25][CH2:26][O:27][Si:28]([C:31]([CH3:34])([CH3:33])[CH3:32])([CH3:30])[CH3:29])[C@@H:10]([CH3:22])[CH2:11][O:12]CC1C=CC(OC)=CC=1)([C:4]([CH3:7])([CH3:6])[CH3:5])([CH3:3])[CH3:2].C(Cl)Cl.C(C1C(=O)C(Cl)=C(Cl)C(=O)C=1C#N)#N, predict the reaction product. The product is: [Si:1]([O:8][C@H:9]([C@@H:23]([CH3:35])[CH2:24][CH2:25][CH2:26][O:27][Si:28]([C:31]([CH3:32])([CH3:34])[CH3:33])([CH3:29])[CH3:30])[C@@H:10]([CH3:22])[CH2:11][OH:12])([C:4]([CH3:6])([CH3:7])[CH3:5])([CH3:3])[CH3:2]. (5) Given the reactants [Cl:1][C:2]1[C:11]2[C:6](=[CH:7][CH:8]=[C:9]([CH:12]([C:14]3[N:18]([CH3:19])[C:17]([CH3:20])=[N:16][CH:15]=3)[OH:13])[CH:10]=2)[N:5]=[C:4]([CH2:21][CH3:22])[C:3]=1[CH2:23][C:24]1[CH:29]=[CH:28][C:27]([C:30]([F:33])([F:32])[F:31])=[CH:26][CH:25]=1.ClCCl, predict the reaction product. The product is: [Cl:1][C:2]1[C:11]2[C:6](=[CH:7][CH:8]=[C:9]([C:12]([C:14]3[N:18]([CH3:19])[C:17]([CH3:20])=[N:16][CH:15]=3)=[O:13])[CH:10]=2)[N:5]=[C:4]([CH2:21][CH3:22])[C:3]=1[CH2:23][C:24]1[CH:25]=[CH:26][C:27]([C:30]([F:32])([F:31])[F:33])=[CH:28][CH:29]=1. (6) Given the reactants Cl[C:2]1[C:11]2[C:6](=[CH:7][CH:8]=[CH:9][CH:10]=2)[N:5]=[CH:4][C:3]=1[N+:12]([O-:14])=[O:13].C(N(CC)CC)C.[CH3:22][N:23]([CH3:25])[NH2:24], predict the reaction product. The product is: [CH3:22][N:23]([CH3:25])[NH:24][C:2]1[C:11]2[C:6](=[CH:7][CH:8]=[CH:9][CH:10]=2)[N:5]=[CH:4][C:3]=1[N+:12]([O-:14])=[O:13].